Dataset: Catalyst prediction with 721,799 reactions and 888 catalyst types from USPTO. Task: Predict which catalyst facilitates the given reaction. Reactant: ClCCl.[C:4]([OH:12])(=[O:11])[C:5]1[CH:10]=[CH:9][CH:8]=[CH:7][CH:6]=1.Cl.CN(C)CCCN=C=NCC.O[C@H:26]1[CH2:30][CH2:29][N:28]([C:31]([O:33][C:34]([CH3:37])([CH3:36])[CH3:35])=[O:32])[CH2:27]1. Product: [C:5]1([C:4]([O:12][C@H:30]2[CH2:26][CH2:27][N:28]([C:31]([O:33][C:34]([CH3:37])([CH3:36])[CH3:35])=[O:32])[CH2:29]2)=[O:11])[CH:10]=[CH:9][CH:8]=[CH:7][CH:6]=1. The catalyst class is: 581.